This data is from Catalyst prediction with 721,799 reactions and 888 catalyst types from USPTO. The task is: Predict which catalyst facilitates the given reaction. (1) Reactant: [Cl:1][C:2]1[CH:7]=[C:6]([NH:8]C(=O)C)[CH:5]=[C:4]([F:12])[C:3]=1[C:13]1[CH:18]=[CH:17][C:16]([S:19]([CH3:22])(=[O:21])=[O:20])=[CH:15][CH:14]=1.Cl. Product: [Cl:1][C:2]1[CH:7]=[C:6]([NH2:8])[CH:5]=[C:4]([F:12])[C:3]=1[C:13]1[CH:18]=[CH:17][C:16]([S:19]([CH3:22])(=[O:21])=[O:20])=[CH:15][CH:14]=1. The catalyst class is: 8. (2) Reactant: [C:1]([O:5][C:6]([NH:8][C@@H:9]1[CH2:14][CH2:13][C@H:12]([C:15]([OH:17])=O)[CH2:11][CH2:10]1)=[O:7])([CH3:4])([CH3:3])[CH3:2].Cl.[N+:19]([C:22]1[CH:23]=[C:24]([CH:27]=[CH:28][CH:29]=1)[CH2:25][NH2:26])([O-:21])=[O:20].CN(C(ON1N=NC2C=CC=NC1=2)=[N+](C)C)C.F[P-](F)(F)(F)(F)F.CCN(CC)CC. Product: [C:1]([O:5][C:6](=[O:7])[NH:8][C@H:9]1[CH2:10][CH2:11][C@@H:12]([C:15](=[O:17])[NH:26][CH2:25][C:24]2[CH:27]=[CH:28][CH:29]=[C:22]([N+:19]([O-:21])=[O:20])[CH:23]=2)[CH2:13][CH2:14]1)([CH3:2])([CH3:3])[CH3:4]. The catalyst class is: 2. (3) Reactant: [H-].[Na+].[Cl:3][C:4]1[CH:9]=[C:8]([C:10]([NH:12][C:13]([NH:15][C:16]2[CH:21]=[CH:20][C:19]([F:22])=[C:18]([F:23])[C:17]=2[F:24])=[S:14])=[O:11])[CH:7]=[C:6]([Cl:25])[N:5]=1.[CH3:26]I. Product: [Cl:3][C:4]1[CH:9]=[C:8]([C:10]([NH:12][C:13](=[N:15][C:16]2[CH:21]=[CH:20][C:19]([F:22])=[C:18]([F:23])[C:17]=2[F:24])[S:14][CH3:26])=[O:11])[CH:7]=[C:6]([Cl:25])[N:5]=1. The catalyst class is: 1. (4) Reactant: CS(OCC[N:8]1[C:12]2=[N:13][CH:14]=[N:15][C:16]([NH2:17])=[C:11]2[C:10]([C:18]2[CH:23]=[CH:22][C:21]([NH:24][C:25]([C:27]3[N:28]([CH3:36])[C:29]4[C:34]([CH:35]=3)=[CH:33][CH:32]=[CH:31][CH:30]=4)=[O:26])=[C:20]([O:37][CH3:38])[CH:19]=2)=[N:9]1)(=O)=O.[CH2:39]([CH2:41][NH2:42])[OH:40].[CH2:43](N(CC)CC)[CH3:44].[I-].[Na+]. Product: [NH2:17][C:16]1[N:15]=[CH:14][N:13]=[C:12]2[N:8]([CH2:43][CH2:44][NH:42][CH2:41][CH2:39][OH:40])[N:9]=[C:10]([C:18]3[CH:23]=[CH:22][C:21]([NH:24][C:25]([C:27]4[N:28]([CH3:36])[C:29]5[C:34]([CH:35]=4)=[CH:33][CH:32]=[CH:31][CH:30]=5)=[O:26])=[C:20]([O:37][CH3:38])[CH:19]=3)[C:11]=12. The catalyst class is: 3. (5) Reactant: [CH3:1][C:2]1([CH3:16])[CH2:14][C:13](=O)[C:5]2[S:6][CH2:7][CH:8]([C:10]([O-:12])=[O:11])[NH:9][C:4]=2[CH2:3]1.[C:17](Cl)(=O)[C:18](Cl)=O.[Cl:23]CCl. Product: [Cl:23][C:13]1[CH2:14][C:2]([CH3:16])([CH3:1])[CH2:3][C:4]2[C:5]=1[S:6][CH2:7][C@@H:8]([C:10]([O:12][CH2:17][CH3:18])=[O:11])[N:9]=2. The catalyst class is: 3. (6) Reactant: [Br:1][C:2]1[CH:3]=[C:4]([CH:7]=[CH:8][C:9]=1[O:10][CH2:11][C:12]([CH3:14])=[CH2:13])[CH:5]=O.[N:15]([CH2:18][C:19]([O:21][CH2:22][CH3:23])=[O:20])=[N+:16]=[N-:17].CC[O-].[Na+].O. Product: [N:15]([C:18](=[CH:5][C:4]1[CH:7]=[CH:8][C:9]([O:10][CH2:11][C:12]([CH3:14])=[CH2:13])=[C:2]([Br:1])[CH:3]=1)[C:19]([O:21][CH2:22][CH3:23])=[O:20])=[N+:16]=[N-:17]. The catalyst class is: 14. (7) Reactant: Cl[C:2]1[C:7]([C:8]([O:10][CH3:11])=[O:9])=[CH:6][N:5]=[C:4]([N:12]2[CH2:17][CH2:16][N:15]3[C:18]4[CH:24]=[C:23]([S:25]([CH3:28])(=[O:27])=[O:26])[C:22]([C:29]([O:31][CH3:32])=[O:30])=[CH:21][C:19]=4[N:20]=[C:14]3[C@H:13]2[CH:33]([CH3:35])[CH3:34])[N:3]=1.[CH3:36]B1OB(C)OB(C)O1.C([O-])([O-])=O.[K+].[K+]. Product: [CH:33]([C@H:13]1[N:12]([C:4]2[N:3]=[C:2]([CH3:36])[C:7]([C:8]([O:10][CH3:11])=[O:9])=[CH:6][N:5]=2)[CH2:17][CH2:16][N:15]2[C:18]3[CH:24]=[C:23]([S:25]([CH3:28])(=[O:27])=[O:26])[C:22]([C:29]([O:31][CH3:32])=[O:30])=[CH:21][C:19]=3[N:20]=[C:14]12)([CH3:35])[CH3:34]. The catalyst class is: 77. (8) Reactant: [C:1]([C:5]1[N:10]=[C:9]([N:11]2[CH2:16][CH2:15][N:14]([CH2:17][CH2:18][CH2:19][CH2:20][NH2:21])[CH2:13][CH2:12]2)[CH:8]=[C:7]([C:22]([CH3:25])([CH3:24])[CH3:23])[N:6]=1)([CH3:4])([CH3:3])[CH3:2].C1N=CN([C:31](N2C=NC=C2)=[O:32])C=1.[C:38]1([N:44]2[CH2:49][CH2:48][NH:47][CH2:46][CH2:45]2)[CH:43]=[CH:42][CH:41]=[CH:40][CH:39]=1. Product: [C:1]([C:5]1[N:10]=[C:9]([N:11]2[CH2:12][CH2:13][N:14]([CH2:17][CH2:18][CH2:19][CH2:20][NH:21][C:31]([N:47]3[CH2:48][CH2:49][N:44]([C:38]4[CH:43]=[CH:42][CH:41]=[CH:40][CH:39]=4)[CH2:45][CH2:46]3)=[O:32])[CH2:15][CH2:16]2)[CH:8]=[C:7]([C:22]([CH3:25])([CH3:24])[CH3:23])[N:6]=1)([CH3:4])([CH3:3])[CH3:2]. The catalyst class is: 147.